This data is from Forward reaction prediction with 1.9M reactions from USPTO patents (1976-2016). The task is: Predict the product of the given reaction. (1) Given the reactants C[O:2][C:3]([C@@H:5]1[CH2:9][C@@H:8]([S:10]([C:13]2[CH:18]=[CH:17][CH:16]=[CH:15][C:14]=2[C:19]([F:22])([F:21])[F:20])(=[O:12])=[O:11])[CH2:7][N:6]1[C:23]1[N:24]([C:29]2[CH:34]=[CH:33][CH:32]=[C:31]([O:35][CH3:36])[CH:30]=2)[N:25]=[C:26]([CH3:28])[CH:27]=1)=[O:4].COC([C@H]1C[C@@H](S(C2C=CC=CC=2C(F)(F)F)(=O)=O)CN1C1N(C2C=CC=C(OC)C=2)N=C(C)C=1)=O.[OH-].[Li+].COC1C=C(N2C(N3C[C@H](S(C4C=CC=CC=4C(F)(F)F)(=O)=O)C[C@@H]3C(O)=O)=CC(C)=N2)C=CC=1, predict the reaction product. The product is: [CH3:36][O:35][C:31]1[CH:30]=[C:29]([N:24]2[C:23]([N:6]3[CH2:7][C@H:8]([S:10]([C:13]4[CH:18]=[CH:17][CH:16]=[CH:15][C:14]=4[C:19]([F:21])([F:22])[F:20])(=[O:12])=[O:11])[CH2:9][C@H:5]3[C:3]([OH:4])=[O:2])=[CH:27][C:26]([CH3:28])=[N:25]2)[CH:34]=[CH:33][CH:32]=1. (2) The product is: [CH3:13][O:12][C:11]1[CH:10]=[C:6]2[C:5](=[CH:4][C:3]=1[O:2][CH3:1])[N:14]=[CH:16][NH:17][C:7]2=[O:8]. Given the reactants [CH3:1][O:2][C:3]1[CH:4]=[C:5]([NH2:14])[C:6](=[CH:10][C:11]=1[O:12][CH3:13])[C:7](O)=[O:8].Cl.[CH:16](N)=[NH:17], predict the reaction product.